This data is from Reaction yield outcomes from USPTO patents with 853,638 reactions. The task is: Predict the reaction yield, written as a fraction of the theoretical maximum amount of product (1.0 means a 100% yield; for example, 0.34 means a 34% yield). (1) The reactants are [CH2:1]([C:8]1[CH:13]=[C:12]([CH3:14])[N:11]=[C:10]([NH:15][C:16]2[CH:25]=[CH:24][C:19]([C:20](OC)=[O:21])=[C:18]([F:26])[CH:17]=2)[N:9]=1)[C:2]1[CH:7]=[CH:6][CH:5]=[CH:4][CH:3]=1.O.[NH2:28][NH2:29]. The catalyst is C(O)C. The product is [CH2:1]([C:8]1[CH:13]=[C:12]([CH3:14])[N:11]=[C:10]([NH:15][C:16]2[CH:25]=[CH:24][C:19]([C:20]([NH:28][NH2:29])=[O:21])=[C:18]([F:26])[CH:17]=2)[N:9]=1)[C:2]1[CH:7]=[CH:6][CH:5]=[CH:4][CH:3]=1. The yield is 0.820. (2) The yield is 0.320. The reactants are [CH3:1][C:2]([NH:9][C:10]([C:12]1[CH:17]=[CH:16][C:15](Br)=[C:14]([O:19][CH2:20][C:21]([F:24])([F:23])[F:22])[N:13]=1)=[O:11])([C:4]1[S:5][CH:6]=[CH:7][N:8]=1)[CH3:3].Cl.[F:26][C:27]1([F:31])[CH2:30][NH:29][CH2:28]1.C1C=CC(P(C2C(C3C(P(C4C=CC=CC=4)C4C=CC=CC=4)=CC=C4C=3C=CC=C4)=C3C(C=CC=C3)=CC=2)C2C=CC=CC=2)=CC=1.C([O-])([O-])=O.[Cs+].[Cs+]. The catalyst is C1(C)C=CC=CC=1.CC([O-])=O.CC([O-])=O.[Pd+2]. The product is [CH3:1][C:2]([NH:9][C:10]([C:12]1[CH:17]=[CH:16][C:15]([N:29]2[CH2:30][C:27]([F:31])([F:26])[CH2:28]2)=[C:14]([O:19][CH2:20][C:21]([F:24])([F:23])[F:22])[N:13]=1)=[O:11])([C:4]1[S:5][CH:6]=[CH:7][N:8]=1)[CH3:3]. (3) The reactants are Cl[C:2]1[C:11]([Cl:12])=[N:10][C:9]2[C:4](=[CH:5][CH:6]=[CH:7][CH:8]=2)[N:3]=1.[Cl:13][C:14]1[N:19]=[CH:18][C:17]([S:20]([NH2:23])(=[O:22])=[O:21])=[CH:16][CH:15]=1.C([O-])([O-])=O.[K+].[K+].CS(C)=O. The catalyst is CC(O)=O. The product is [Cl:13][C:14]1[N:19]=[CH:18][C:17]([S:20]([NH:23][C:2]2[C:11]([Cl:12])=[N:10][C:9]3[C:4](=[CH:5][CH:6]=[CH:7][CH:8]=3)[N:3]=2)(=[O:21])=[O:22])=[CH:16][CH:15]=1. The yield is 0.960. (4) The reactants are C(O)(=O)C.C(=O)([O-])O.[K+].[C:10]([NH:14][C:15]([C@@H:17]1[CH2:26][C@H:25]2[C@H:20]([CH2:21][CH2:22][CH2:23][CH2:24]2)[CH2:19][NH:18]1)=[O:16])([CH3:13])([CH3:12])[CH3:11].CS([O:31][C@@H:32]1[C@@H:38]([NH:39][C:40](=[O:52])[C:41]2[CH:46]=[CH:45][CH:44]=[C:43]([O:47]C(=O)C)[C:42]=2[CH3:51])[CH2:37]OC(C)(C)O[CH2:33]1)(=O)=O. No catalyst specified. The product is [C:10]([NH:14][C:15]([C@@H:17]1[CH2:26][C@H:25]2[C@H:20]([CH2:21][CH2:22][CH2:23][CH2:24]2)[CH2:19][N:18]1[CH2:33][C@H:32]([C@@H:38]1[CH2:37][O:52][C:40]([C:41]2[CH:46]=[CH:45][CH:44]=[C:43]([OH:47])[C:42]=2[CH3:51])=[N:39]1)[OH:31])=[O:16])([CH3:13])([CH3:11])[CH3:12]. The yield is 0.460.